From a dataset of Catalyst prediction with 721,799 reactions and 888 catalyst types from USPTO. Predict which catalyst facilitates the given reaction. (1) Reactant: [CH3:1][N:2]([CH2:4][C:5]1[CH:12]=[CH:11][C:8]([CH:9]=O)=[CH:7][C:6]=1[I:13])[CH3:3].[O:14]1[C:18]([C:19]2[CH:24]=[CH:23][C:22]([NH:25][NH2:26])=[CH:21][CH:20]=2)=[CH:17][N:16]=[CH:15]1. Product: [O:14]1[C:18]([C:19]2[CH:20]=[CH:21][C:22]([NH:25][N:26]=[CH:9][C:8]3[CH:11]=[CH:12][C:5]([CH2:4][N:2]([CH3:3])[CH3:1])=[C:6]([I:13])[CH:7]=3)=[CH:23][CH:24]=2)=[CH:17][N:16]=[CH:15]1. The catalyst class is: 8. (2) Product: [F:17][C:18]([F:27])([F:28])[C:19]1[CH:24]=[CH:23][CH:22]=[CH:21][C:20]=1[CH2:25][NH:26][C:14]([CH:11]1[CH2:10][CH2:9][N:8]([C:6]([O:5][C:2]([CH3:1])([CH3:3])[CH3:4])=[O:7])[CH2:13][CH2:12]1)=[O:16]. The catalyst class is: 59. Reactant: [CH3:1][C:2]([O:5][C:6]([N:8]1[CH2:13][CH2:12][CH:11]([C:14]([OH:16])=O)[CH2:10][CH2:9]1)=[O:7])([CH3:4])[CH3:3].[F:17][C:18]([F:28])([F:27])[C:19]1[CH:24]=[CH:23][CH:22]=[CH:21][C:20]=1[CH2:25][NH2:26].CCN=C=NCCCN(C)C.C1C=CC2N(O)N=NC=2C=1.C(N(C(C)C)CC)(C)C. (3) Reactant: [CH3:1][S:2]([CH3:5])(=[O:4])=[O:3].[Li]CCCC.CN(P(N(C)C)(N(C)C)=O)C.[Br:22][C:23]1[CH:28]=[CH:27][C:26]([NH:29][C:30]2[C:31]([CH:40]=[O:41])=[CH:32][C:33]3[NH:37][CH:36]=[N:35][C:34]=3[C:38]=2[F:39])=[C:25]([Cl:42])[CH:24]=1. Product: [Br:22][C:23]1[CH:28]=[CH:27][C:26]([NH:29][C:30]2[C:31]([CH:40]([OH:41])[CH2:1][S:2]([CH3:5])(=[O:4])=[O:3])=[CH:32][C:33]3[NH:37][CH:36]=[N:35][C:34]=3[C:38]=2[F:39])=[C:25]([Cl:42])[CH:24]=1. The catalyst class is: 1.